The task is: Binary Classification. Given a miRNA mature sequence and a target amino acid sequence, predict their likelihood of interaction.. This data is from Experimentally validated miRNA-target interactions with 360,000+ pairs, plus equal number of negative samples. (1) The miRNA is hsa-miR-4667-5p with sequence ACUGGGGAGCAGAAGGAGAACC. The protein sequence of the target gene is MSFNCSTRNCSSRPIGGRCIVPVAQVTTTSTTDADCLGGICLPSSFQTGSWLLDHCQETCCEPTACQPTCYRRTSCVSNPCQVTCSRQTTCISNPCSTTYSRPLTFVSSGCQPLGGISSVCQPVGGISTVCQPVGGVSTVCQPACGVSRTYQQSCVSSCRRTC. Result: 0 (no interaction). (2) Result: 0 (no interaction). The protein sequence of the target gene is MAAEEVLQTVDHYKTEIERLTKELTETTHEKIQAAEYGLVVLEEKLTLKQQYDELEAEYDSLKQELEQLKEAFGQSFSIHRKVAEDGETREETLLQESASKEAYYLGKILEMQNELKQSRAVVTNVQAENERLTAVVQDLKENNEMVELQRIRMKDEIREYKFREARLLQDYTELEEENITLQKLVSTLKQNQVEYEGLKHEIKRFEEETVLLNSQLEDAIRLKEIAEHQLEEALETLKNEREQKNNLRKELSQYISLNDNHISISVDGLKFAEDGSEPNNDDKMNGHIHGPLVKLNGDY.... The miRNA is hsa-miR-6839-5p with sequence UCUGGAUUGAAGAGACGACCCA. (3) The miRNA is hsa-miR-891a-5p with sequence UGCAACGAACCUGAGCCACUGA. The protein sequence of the target gene is MFSQVPRTPAAGCYYLNPLTPESQEMYLRFDQTARRSPYRMSRILARHHLVTKIQQEIEAKEACDWLRAAGFPQYAQLYEDSQFPINIAAVKKDHDFLERDLVEPLCRRLNTLNKCASMRLDVNFQRKKGDDSDEEDLCISNKWTFQRTSRRWSRVDDLHTLFPVADRNGSPGGPRMRNTASSESVLTDLSEPEVCSIHSESSGGSDSRSQSGHHSADSTHALEATLVSSSLPQSTREGLNQSFHPKNEKPTRTRAKSFLKRMDTLRVKGALGRHKGPGRTGGLVISRPVLQQEPESFKT.... Result: 0 (no interaction).